This data is from Catalyst prediction with 721,799 reactions and 888 catalyst types from USPTO. The task is: Predict which catalyst facilitates the given reaction. (1) Reactant: Cl.[F:2][C:3]1[CH:22]=[CH:21][C:6]([CH2:7][O:8][CH2:9][C:10]([NH:12][CH2:13][CH2:14][CH:15]2[CH2:20][CH2:19][NH:18][CH2:17][CH2:16]2)=[O:11])=[CH:5][CH:4]=1.[C:23]([N:30]1[CH:34]=[CH:33]N=C1)(N1C=CN=C1)=[O:24].NCC[C:38]1[C:46]2[C:41](=[CH:42][CH:43]=[CH:44][CH:45]=2)[NH:40][CH:39]=1.C(N(CC)CC)C. Product: [NH:40]1[C:41]2[C:46](=[CH:45][CH:44]=[CH:43][CH:42]=2)[C:38]([CH2:33][CH2:34][NH:30][C:23]([N:18]2[CH2:17][CH2:16][CH:15]([CH2:14][CH2:13][NH:12][C:10](=[O:11])[CH2:9][O:8][CH2:7][C:6]3[CH:21]=[CH:22][C:3]([F:2])=[CH:4][CH:5]=3)[CH2:20][CH2:19]2)=[O:24])=[CH:39]1. The catalyst class is: 1. (2) Reactant: [CH2:1]([O:8][N:9]1[C:15](=[O:16])[N:14]2[CH2:17][C@H:10]1[CH2:11][CH2:12][C@H:13]2[CH2:18][N:19]=[N+]=[N-])[C:2]1[CH:7]=[CH:6][CH:5]=[CH:4][CH:3]=1.O.C(N(CC)CC)C.[C:30]([O:34][C:35](O[C:35]([O:34][C:30]([CH3:33])([CH3:32])[CH3:31])=[O:36])=[O:36])([CH3:33])([CH3:32])[CH3:31]. Product: [CH2:1]([O:8][N:9]1[C:15](=[O:16])[N:14]2[CH2:17][C@H:10]1[CH2:11][CH2:12][C@H:13]2[CH2:18][NH:19][C:35]([O:34][C:30]([CH3:33])([CH3:32])[CH3:31])=[O:36])[C:2]1[CH:7]=[CH:6][CH:5]=[CH:4][CH:3]=1. The catalyst class is: 54. (3) Reactant: [CH2:1]([N:4]([CH2:19][CH2:20][CH3:21])[CH2:5][CH2:6][CH2:7][CH2:8][NH:9][CH2:10][C:11]1[CH:18]=[CH:17][C:14]([C:15]#[N:16])=[CH:13][CH:12]=1)[CH2:2][CH3:3].C(=O)([O-])[O-].[K+].[K+].Br[CH2:29][C:30]([O:32][CH2:33][CH3:34])=[O:31]. Product: [CH2:19]([N:4]([CH2:1][CH2:2][CH3:3])[CH2:5][CH2:6][CH2:7][CH2:8][N:9]([CH2:10][C:11]1[CH:12]=[CH:13][C:14]([C:15]#[N:16])=[CH:17][CH:18]=1)[CH2:29][C:30]([O:32][CH2:33][CH3:34])=[O:31])[CH2:20][CH3:21]. The catalyst class is: 7. (4) Reactant: [NH:1]1[C:5]2[CH:6]=[CH:7][CH:8]=[CH:9][C:4]=2[N:3]=[C:2]1[CH2:10][OH:11].[CH2:12](Br)[CH:13]=[CH2:14].C(N(CC)C(C)C)(C)C. Product: [CH2:14]([N:1]1[C:5]2[CH:6]=[CH:7][CH:8]=[CH:9][C:4]=2[N:3]=[C:2]1[CH2:10][OH:11])[CH:13]=[CH2:12]. The catalyst class is: 3.